From a dataset of Full USPTO retrosynthesis dataset with 1.9M reactions from patents (1976-2016). Predict the reactants needed to synthesize the given product. (1) Given the product [N:20]1[CH:25]=[CH:24][C:23]([CH2:26][CH2:27][NH:28][C:3]2[S:4]/[C:5](=[CH:9]\[C:10]3[CH:11]=[C:12]4[C:17](=[CH:18][CH:19]=3)[N:16]=[CH:15][CH:14]=[CH:13]4)/[C:6](=[O:8])[N:7]=2)=[CH:22][CH:21]=1, predict the reactants needed to synthesize it. The reactants are: CS[C:3]1[S:4]/[C:5](=[CH:9]\[C:10]2[CH:11]=[C:12]3[C:17](=[CH:18][CH:19]=2)[N:16]=[CH:15][CH:14]=[CH:13]3)/[C:6](=[O:8])[N:7]=1.[N:20]1[CH:25]=[CH:24][C:23]([CH2:26][CH2:27][NH2:28])=[CH:22][CH:21]=1.CCN(C(C)C)C(C)C. (2) Given the product [NH2:1][S:2]([C:5]1[N:9]([CH3:10])[C:8]([C:11]([O:13][CH3:14])=[O:12])=[CH:7][CH:6]=1)(=[O:4])=[O:3], predict the reactants needed to synthesize it. The reactants are: [NH2:1][S:2]([C:5]1[N:9]([CH3:10])[C:8]([C:11]([OH:13])=[O:12])=[CH:7][CH:6]=1)(=[O:4])=[O:3].[C:14]1(C)C=CC=CC=1.C[Si](C=[N+]=[N-])(C)C. (3) Given the product [C:34]([N:1]1[CH2:6][CH2:5][CH2:4][CH:3]([CH2:7][NH:8][C:9]([C:11]2[C:15]3[N:16]=[CH:17][N:18]=[C:19]([C:20]4[C:28]5[O:27][CH2:26][O:25][C:24]=5[CH:23]=[CH:22][C:21]=4[O:29][CH2:30][CH:31]4[CH2:33][CH2:32]4)[C:14]=3[NH:13][CH:12]=2)=[O:10])[CH2:2]1)(=[O:37])[CH2:35][CH3:36], predict the reactants needed to synthesize it. The reactants are: [NH:1]1[CH2:6][CH2:5][CH2:4][CH:3]([CH2:7][NH:8][C:9]([C:11]2[C:15]3[N:16]=[CH:17][N:18]=[C:19]([C:20]4[C:28]5[O:27][CH2:26][O:25][C:24]=5[CH:23]=[CH:22][C:21]=4[O:29][CH2:30][CH:31]4[CH2:33][CH2:32]4)[C:14]=3[NH:13][CH:12]=2)=[O:10])[CH2:2]1.[C:34](Cl)(=[O:37])[CH2:35][CH3:36].